Dataset: Reaction yield outcomes from USPTO patents with 853,638 reactions. Task: Predict the reaction yield, written as a fraction of the theoretical maximum amount of product (1.0 means a 100% yield; for example, 0.34 means a 34% yield). (1) The reactants are [C:1]([O:5][C:6]([N:8]1[CH2:13][CH2:12][CH:11]([O:14][C:15]2[CH:20]=[CH:19][C:18]([CH:21]=[CH:22][C:23]([OH:25])=O)=[CH:17][CH:16]=2)[CH2:10][CH2:9]1)=[O:7])([CH3:4])([CH3:3])[CH3:2].C(N(CC)CC)C.C(OC(Cl)=O)C.[NH:39]1[CH2:44][CH2:43][O:42][CH2:41][CH2:40]1. The catalyst is ClCCl. The product is [C:1]([O:5][C:6]([N:8]1[CH2:13][CH2:12][CH:11]([O:14][C:15]2[CH:16]=[CH:17][C:18]([CH:21]=[CH:22][C:23]([N:39]3[CH2:44][CH2:43][O:42][CH2:41][CH2:40]3)=[O:25])=[CH:19][CH:20]=2)[CH2:10][CH2:9]1)=[O:7])([CH3:2])([CH3:3])[CH3:4]. The yield is 0.740. (2) The reactants are Cl[C:2]1[N:7]=[CH:6][N:5]=[C:4]([NH:8][C:9]2[CH:14]=[CH:13][CH:12]=[C:11]([NH2:15])[N:10]=2)[CH:3]=1.[NH2:16][C:17]1[CH:22]=[CH:21][CH:20]=[CH:19][CH:18]=1. The yield is 0.830. The catalyst is CCCCO.CO. The product is [NH2:15][C:11]1[N:10]=[C:9]([NH:8][C:4]2[CH:3]=[C:2]([NH:16][C:17]3[CH:22]=[CH:21][CH:20]=[CH:19][CH:18]=3)[N:7]=[CH:6][N:5]=2)[CH:14]=[CH:13][CH:12]=1. (3) The reactants are Br[C:2]1[S:3][C:4]([C:7]([N:9]2[CH2:14][CH2:13][CH2:12][CH:11]([C:15]([NH:17][C:18]3[CH:23]=[CH:22][C:21]([Cl:24])=[CH:20][CH:19]=3)=[O:16])[CH2:10]2)=[O:8])=[CH:5][N:6]=1.[O:25]1[CH2:30][CH2:29]O[CH2:27][CH2:26]1.O.O1C=CC=C1B(O)O.C(=O)([O-])[O-].[Cs+].[Cs+]. The catalyst is C1C=CC([P]([Pd]([P](C2C=CC=CC=2)(C2C=CC=CC=2)C2C=CC=CC=2)([P](C2C=CC=CC=2)(C2C=CC=CC=2)C2C=CC=CC=2)[P](C2C=CC=CC=2)(C2C=CC=CC=2)C2C=CC=CC=2)(C2C=CC=CC=2)C2C=CC=CC=2)=CC=1.O. The product is [Cl:24][C:21]1[CH:22]=[CH:23][C:18]([NH:17][C:15]([CH:11]2[CH2:12][CH2:13][CH2:14][N:9]([C:7]([C:4]3[S:3][C:2]([C:26]4[O:25][CH:30]=[CH:29][CH:27]=4)=[N:6][CH:5]=3)=[O:8])[CH2:10]2)=[O:16])=[CH:19][CH:20]=1. The yield is 0.620. (4) The reactants are [C:1]([O:5][C:6](=[O:30])[CH2:7][C@@H:8]([C:15](N1[C@H](C)[C@H](C2C=CC=CC=2)OC1=O)=[O:16])[CH2:9][C@H:10]([CH3:14])[CH2:11][CH2:12][CH3:13])([CH3:4])([CH3:3])[CH3:2].[Li+].[OH-].OO.S(=O)(O)[O-:36].[Na+].S([O-])([O-])=O.[Na+].[Na+]. The catalyst is O.C1COCC1.CCOCC.CCCCCC. The product is [C:1]([O:5][C:6](=[O:30])[CH2:7][C@H:8]([CH2:9][C@H:10]([CH3:14])[CH2:11][CH2:12][CH3:13])[C:15]([OH:16])=[O:36])([CH3:2])([CH3:3])[CH3:4]. The yield is 0.930.